Dataset: Choline transporter screen with 302,306 compounds. Task: Binary Classification. Given a drug SMILES string, predict its activity (active/inactive) in a high-throughput screening assay against a specified biological target. (1) The molecule is O(CC(=O)N(Cc1ccccc1)Cc1ccccc1)C(=O)c1c(NCCO)cccc1. The result is 0 (inactive). (2) The compound is O(P(=O)(N)C)c1cc(cc(c1)C)C. The result is 0 (inactive). (3) The drug is S(=O)(=O)(Nc1nc2c(nc1NCC=C)cccc2)c1cc(ccc1)C. The result is 0 (inactive).